Predict the reactants needed to synthesize the given product. From a dataset of Full USPTO retrosynthesis dataset with 1.9M reactions from patents (1976-2016). (1) Given the product [C:19]12([CH2:29][CH2:27][I:24])[CH2:18][CH:17]3[CH2:22][CH:21]([CH2:14][CH:15]([CH2:16]3)[CH2:23]1)[CH2:20]2, predict the reactants needed to synthesize it. The reactants are: BrC1C=CC(S(OCC[CH:14]2[CH:21]3[CH2:22][CH:17]4[CH2:18][CH:19]([CH2:23][CH:15]2[CH2:16]4)[CH2:20]3)(=O)=O)=CC=1.[I-:24].[Na+].C[C:27]([CH3:29])=O. (2) Given the product [Si:22]([O:21][C@H:19]1[C:18](=[CH2:29])[C@H:17]([O:30][Si:31]([C:34]([CH3:37])([CH3:36])[CH3:35])([CH3:33])[CH3:32])[CH2:16][C:15]([CH2:13][OH:12])([OH:38])[CH2:20]1)([C:25]([CH3:27])([CH3:28])[CH3:26])([CH3:24])[CH3:23], predict the reactants needed to synthesize it. The reactants are: [H-].C([Al+]CC(C)C)C(C)C.C[O:12][C:13]([C:15]1([OH:38])[CH2:20][C@@H:19]([O:21][Si:22]([C:25]([CH3:28])([CH3:27])[CH3:26])([CH3:24])[CH3:23])[C:18](=[CH2:29])[C@H:17]([O:30][Si:31]([C:34]([CH3:37])([CH3:36])[CH3:35])([CH3:33])[CH3:32])[CH2:16]1)=O. (3) The reactants are: I[C:2]1[CH:14]=[CH:13][C:5]([C:6]([N:8]([CH2:11][CH3:12])[CH2:9][CH3:10])=[O:7])=[CH:4][CH:3]=1.[Li]CCCC.[C:20]([C:24]1[CH:25]=[C:26]([CH:29]=[CH:30][CH:31]=1)[CH:27]=[O:28])([O:22][CH3:23])=[O:21].[NH4+].[Cl-]. Given the product [CH2:9]([N:8]([CH2:11][CH3:12])[C:6]([C:5]1[CH:13]=[CH:14][C:2]([CH:27]([OH:28])[C:26]2[CH:25]=[C:24]([CH:31]=[CH:30][CH:29]=2)[C:20]([O:22][CH3:23])=[O:21])=[CH:3][CH:4]=1)=[O:7])[CH3:10], predict the reactants needed to synthesize it.